This data is from Forward reaction prediction with 1.9M reactions from USPTO patents (1976-2016). The task is: Predict the product of the given reaction. (1) Given the reactants [C:1]([C:9]1[CH:10]=[C:11]([CH:15]=[CH:16][CH:17]=1)[C:12](O)=[O:13])(=[O:8])[C:2]1[CH:7]=[CH:6][CH:5]=[CH:4][CH:3]=1.C(Cl)(=O)C([Cl:21])=O.CN(C)C=O, predict the reaction product. The product is: [C:1]([C:9]1[CH:10]=[C:11]([CH:15]=[CH:16][CH:17]=1)[C:12]([Cl:21])=[O:13])(=[O:8])[C:2]1[CH:7]=[CH:6][CH:5]=[CH:4][CH:3]=1. (2) Given the reactants [CH3:1][NH:2][CH2:3][CH2:4][OH:5].CCN(CC)CC.C1(C)C=CC=CC=1.Cl[C:21]([O:23][CH2:24][C:25]1[CH:30]=[CH:29][CH:28]=[CH:27][CH:26]=1)=[O:22], predict the reaction product. The product is: [CH3:1][N:2]([C:21]([O:23][CH2:24][C:25]1[CH:30]=[CH:29][CH:28]=[CH:27][CH:26]=1)=[O:22])[CH2:3][CH2:4][OH:5].